The task is: Predict the product of the given reaction.. This data is from Forward reaction prediction with 1.9M reactions from USPTO patents (1976-2016). The product is: [NH2:16][CH:9]([C:6]1[CH:7]=[CH:8][C:3]([Cl:2])=[CH:4][CH:5]=1)[CH2:10][CH2:11][S:12]([NH2:13])(=[O:14])=[O:15]. Given the reactants Cl.[Cl:2][C:3]1[CH:8]=[CH:7][C:6]([CH:9]([NH:16]C(=O)OC(C)(C)C)[CH2:10][CH2:11][S:12](=[O:15])(=[O:14])[NH2:13])=[CH:5][CH:4]=1, predict the reaction product.